Dataset: Full USPTO retrosynthesis dataset with 1.9M reactions from patents (1976-2016). Task: Predict the reactants needed to synthesize the given product. (1) The reactants are: Br.Br[CH2:3][C:4]([C:6]1[CH:11]=[CH:10][CH:9]=[CH:8][N:7]=1)=O.[OH:12][C:13]1[CH:18]=[CH:17][C:16]([NH:19][C:20]([NH2:22])=[S:21])=[CH:15][CH:14]=1.N. Given the product [N:7]1[CH:8]=[CH:9][CH:10]=[CH:11][C:6]=1[C:4]1[N:22]=[C:20]([NH:19][C:16]2[CH:17]=[CH:18][C:13]([OH:12])=[CH:14][CH:15]=2)[S:21][CH:3]=1, predict the reactants needed to synthesize it. (2) Given the product [CH3:31][O:32][C:33](=[O:41])[CH2:34][CH:35]1[CH2:36][CH2:37][N:38]([C:6](=[O:7])[C:5]2[CH:9]=[CH:10][C:2]([Cl:1])=[C:3]([CH:11]([CH3:30])[C:12]([OH:29])([C:17]3[CH:18]=[CH:19][C:20]4[O:25][CH2:24][C:23](=[O:26])[N:22]([CH3:27])[C:21]=4[CH:28]=3)[C:13]([F:15])([F:14])[F:16])[CH:4]=2)[CH2:39][CH2:40]1, predict the reactants needed to synthesize it. The reactants are: [Cl:1][C:2]1[CH:10]=[CH:9][C:5]([C:6](O)=[O:7])=[CH:4][C:3]=1[CH:11]([CH3:30])[C:12]([OH:29])([C:17]1[CH:18]=[CH:19][C:20]2[O:25][CH2:24][C:23](=[O:26])[N:22]([CH3:27])[C:21]=2[CH:28]=1)[C:13]([F:16])([F:15])[F:14].[CH3:31][O:32][C:33](=[O:41])[CH2:34][CH:35]1[CH2:40][CH2:39][NH:38][CH2:37][CH2:36]1.C(N(C(C)C)C(C)C)C.F[P-](F)(F)(F)(F)F.N1(O[P+](N(C)C)(N(C)C)N(C)C)C2C=CC=CC=2N=N1. (3) Given the product [Cl:26][C:27]1[C:28]([N:33]2[C:37]([C:38]([NH:1][C:2]3[C:3]([C:4](=[O:5])[N:6]=[S:7]([CH:11]([CH3:13])[CH3:12])[CH:8]([CH3:9])[CH3:10])=[CH:14][C:15]([Cl:19])=[CH:16][C:17]=3[Cl:18])=[O:39])=[CH:36][C:35]([C:41]([F:44])([F:42])[F:43])=[N:34]2)=[N:29][CH:30]=[CH:31][CH:32]=1, predict the reactants needed to synthesize it. The reactants are: [NH2:1][C:2]1[C:17]([Cl:18])=[CH:16][C:15]([Cl:19])=[CH:14][C:3]=1[C:4]([N:6]=[S:7]([CH:11]([CH3:13])[CH3:12])[CH:8]([CH3:10])[CH3:9])=[O:5].C(=O)([O-])[O-].[K+].[K+].[Cl:26][C:27]1[C:28]([N:33]2[C:37]([C:38](Cl)=[O:39])=[CH:36][C:35]([C:41]([F:44])([F:43])[F:42])=[N:34]2)=[N:29][CH:30]=[CH:31][CH:32]=1.C(O)C. (4) Given the product [CH3:27][N:24]1[CH2:25][CH2:26][N:21]([CH2:20][C:17]2[CH:16]=[CH:15][C:14]([C:13]([NH:12][C:7]3[CH:8]=[CH:9][C:10]([CH3:11])=[C:5]([NH:1][C:2]4[N:4]=[C:5]([C:10]5[CH:29]=[N:30][CH:31]=[CH:8][CH:9]=5)[CH:6]=[CH:7][N:3]=4)[CH:6]=3)=[O:28])=[CH:19][CH:18]=2)[CH2:22][CH2:23]1, predict the reactants needed to synthesize it. The reactants are: [NH:1]([C:5]1[CH:6]=[C:7]([NH:12][C:13](=[O:28])[C:14]2[CH:19]=[CH:18][C:17]([CH2:20][N:21]3[CH2:26][CH2:25][N:24]([CH3:27])[CH2:23][CH2:22]3)=[CH:16][CH:15]=2)[CH:8]=[CH:9][C:10]=1[CH3:11])[C:2]([NH2:4])=[NH:3].[CH3:29][NH:30][CH3:31]. (5) Given the product [Cl:1][C:2]1[CH:3]=[C:4]([C:8]#[C:9][C:10]2[N:11]=[C:12]([CH3:23])[N:13]([C:16]3[CH:21]=[CH:20][N:19]([CH2:25][CH2:26][OH:27])[C:18](=[O:22])[CH:17]=3)[C:14]=2[CH3:15])[CH:5]=[CH:6][CH:7]=1, predict the reactants needed to synthesize it. The reactants are: [Cl:1][C:2]1[CH:3]=[C:4]([C:8]#[C:9][C:10]2[N:11]=[C:12]([CH3:23])[N:13]([C:16]3[CH:21]=[CH:20][NH:19][C:18](=[O:22])[CH:17]=3)[C:14]=2[CH3:15])[CH:5]=[CH:6][CH:7]=1.Br[CH2:25][CH2:26][O:27]C. (6) The reactants are: [CH3:1][N:2]([CH3:27])[CH2:3][CH2:4][O:5][C:6]1[CH:7]=[C:8]2[C:13](=[CH:14][CH:15]=1)[CH:12]=[C:11]([C:16]([C:18]1[CH:19]=[C:20]([CH:23]=[CH:24][C:25]=1F)[C:21]#[N:22])=O)[CH:10]=[CH:9]2.O.[NH2:29][NH2:30]. Given the product [CH3:1][N:2]([CH3:27])[CH2:3][CH2:4][O:5][C:6]1[CH:7]=[C:8]2[C:13](=[CH:14][CH:15]=1)[CH:12]=[C:11]([C:16]1[C:18]3[C:25](=[CH:24][CH:23]=[C:20]([C:21]#[N:22])[CH:19]=3)[NH:30][N:29]=1)[CH:10]=[CH:9]2, predict the reactants needed to synthesize it. (7) Given the product [CH2:13]([N:4]1[CH:3]=[C:2]([I:1])[CH:6]=[N:5]1)[CH2:9][CH2:10][CH3:11], predict the reactants needed to synthesize it. The reactants are: [I:1][C:2]1[CH:3]=[N:4][NH:5][CH:6]=1.[H-].[Na+].[CH2:9]1[CH2:13]O[CH2:11][CH2:10]1.